From a dataset of Forward reaction prediction with 1.9M reactions from USPTO patents (1976-2016). Predict the product of the given reaction. (1) Given the reactants Br[C:2]1[CH:3]=[C:4]([C:8]2[CH:13]=[C:12]([C:14]3[CH:19]=[CH:18][C:17]([C:20]([F:23])([F:22])[F:21])=[CH:16][CH:15]=3)[CH:11]=[C:10]([CH:24]3[CH2:26][CH2:25]3)[N:9]=2)[CH:5]=[N:6][CH:7]=1.[NH2:27][C:28]1[CH:33]=[CH:32][C:31](B2OC(C)(C)C(C)(C)O2)=[CH:30][N:29]=1, predict the reaction product. The product is: [CH:24]1([C:10]2[N:9]=[C:8]([C:4]3[CH:5]=[N:6][CH:7]=[C:2]([C:31]4[CH:30]=[N:29][C:28]([NH2:27])=[CH:33][CH:32]=4)[CH:3]=3)[CH:13]=[C:12]([C:14]3[CH:19]=[CH:18][C:17]([C:20]([F:23])([F:22])[F:21])=[CH:16][CH:15]=3)[CH:11]=2)[CH2:26][CH2:25]1. (2) Given the reactants [Br:1][C:2]1[CH:3]=[C:4]([OH:8])[CH:5]=[CH:6][CH:7]=1.Br[CH2:10][CH2:11][OH:12].C(=O)([O-])[O-].[Cs+].[Cs+], predict the reaction product. The product is: [Br:1][C:2]1[CH:3]=[C:4]([CH:5]=[CH:6][CH:7]=1)[O:8][CH2:10][CH2:11][OH:12]. (3) Given the reactants [F:1][C:2]1[CH:3]=[C:4]([CH:8]=[C:9]([F:12])[C:10]=1[F:11])[C:5](O)=[O:6].Cl.C[N:15](C)CCCN=C=NCC.ON1C(=O)CCC1=O.N, predict the reaction product. The product is: [F:1][C:2]1[CH:3]=[C:4]([CH:8]=[C:9]([F:12])[C:10]=1[F:11])[C:5]([NH2:15])=[O:6]. (4) Given the reactants [C:1]1([C:7]2[N:12]=[CH:11][C:10]([CH:13]([OH:16])[CH2:14][CH3:15])=[CH:9][CH:8]=2)[CH:6]=[CH:5][CH:4]=[CH:3][CH:2]=1.[CH:17]1[N:21]=[CH:20][N:19]([C:22](N2C=NC=C2)=[O:23])[CH:18]=1, predict the reaction product. The product is: [N:19]1([C:22]([O:16][CH:13]([C:10]2[CH:11]=[N:12][C:7]([C:1]3[CH:6]=[CH:5][CH:4]=[CH:3][CH:2]=3)=[CH:8][CH:9]=2)[CH2:14][CH3:15])=[O:23])[CH:18]=[CH:17][N:21]=[CH:20]1. (5) Given the reactants ClC1C(OC2C=CC(OC(F)(F)F)=C(Cl)C=2)=CC(F)=C(C=1)C(OC(C)(C)C)=O.[Cl:29][C:30]1[C:31]([CH2:44][O:45][C:46]2[CH:51]=[CH:50][C:49]([O:52][C:53]([F:56])([F:55])[F:54])=[C:48]([Cl:57])[CH:47]=2)=[CH:32][C:33]([F:43])=[C:34]([CH:42]=1)[C:35]([O:37]C(C)(C)C)=[O:36], predict the reaction product. The product is: [Cl:29][C:30]1[C:31]([CH2:44][O:45][C:46]2[CH:51]=[CH:50][C:49]([O:52][C:53]([F:56])([F:54])[F:55])=[C:48]([Cl:57])[CH:47]=2)=[CH:32][C:33]([F:43])=[C:34]([CH:42]=1)[C:35]([OH:37])=[O:36].